Dataset: Reaction yield outcomes from USPTO patents with 853,638 reactions. Task: Predict the reaction yield, written as a fraction of the theoretical maximum amount of product (1.0 means a 100% yield; for example, 0.34 means a 34% yield). (1) The reactants are [CH2:1]([O:3][C:4](=[O:30])[CH2:5][CH2:6][C:7]1[N:8]([C:20]2[CH:25]=[CH:24][C:23]([C:26](=[O:28])[NH2:27])=[CH:22][C:21]=2[CH3:29])[C:9]([C:12]2[CH:17]=[CH:16][C:15]([C:18]#[N:19])=[CH:14][CH:13]=2)=[CH:10][CH:11]=1)[CH3:2].[N-:31]=[N+:32]=[N-:33].[Na+].[Cl-].[NH4+].Cl. The catalyst is CN(C=O)C. The product is [CH2:1]([O:3][C:4](=[O:30])[CH2:5][CH2:6][C:7]1[N:8]([C:20]2[CH:25]=[CH:24][C:23]([C:26](=[O:28])[NH2:27])=[CH:22][C:21]=2[CH3:29])[C:9]([C:12]2[CH:13]=[CH:14][C:15]([C:18]3[N:31]=[N:32][NH:33][N:19]=3)=[CH:16][CH:17]=2)=[CH:10][CH:11]=1)[CH3:2]. The yield is 0.500. (2) The reactants are [CH3:1][O:2][N:3]=[C:4]1[C:12]2[C:7](=[CH:8][C:9](Br)=[CH:10][CH:11]=2)[CH2:6][CH2:5]1.C([Li])CCC.[B:19](OC)([O:22]C)[O:20]C. The catalyst is O1CCCC1. The product is [CH3:1][O:2][N:3]=[C:4]1[C:12]2[C:7](=[CH:8][C:9]([B:19]([OH:22])[OH:20])=[CH:10][CH:11]=2)[CH2:6][CH2:5]1. The yield is 0.580. (3) The reactants are Cl.[Br:2][C:3]1[CH:11]=[CH:10][C:6]([C:7]([NH2:9])=[NH:8])=[C:5]([F:12])[CH:4]=1.C(=O)([O-])O.[K+].O.Br[CH2:20][C:21]([C:23]1[N:24]([CH:28]([CH3:30])[CH3:29])[N:25]=[CH:26][N:27]=1)=O. The catalyst is C1COCC1. The product is [Br:2][C:3]1[CH:11]=[CH:10][C:6]([C:7]2[NH:9][CH:20]=[C:21]([C:23]3[N:24]([CH:28]([CH3:30])[CH3:29])[N:25]=[CH:26][N:27]=3)[N:8]=2)=[C:5]([F:12])[CH:4]=1. The yield is 0.740. (4) The reactants are Br[C:2]1[CH:7]=[C:6]([F:8])[C:5]([Br:9])=[CH:4][C:3]=1[F:10].C([Li])CCC.CCCCCC.[C:22](=[O:24])=[O:23].O. The catalyst is C(OCCOCC)C.C(OCC)(=O)C. The product is [Br:9][C:5]1[C:6]([F:8])=[CH:7][C:2]([C:22]([OH:24])=[O:23])=[C:3]([F:10])[CH:4]=1. The yield is 0.670. (5) The reactants are [CH2:1]([O:8][C:9]([C:11]1[C:19]2[C:14](=[CH:15][CH:16]=[C:17]([CH2:20][CH2:21][OH:22])[CH:18]=2)[NH:13][C:12]=1[CH3:23])=[O:10])[C:2]1[CH:7]=[CH:6][CH:5]=[CH:4][CH:3]=1.C(N(CC)CC)C.[CH3:31][S:32](Cl)(=[O:34])=[O:33]. The catalyst is C1COCC1. The product is [CH2:1]([O:8][C:9]([C:11]1[C:19]2[C:14](=[CH:15][CH:16]=[C:17]([CH2:20][CH2:21][O:22][S:32]([CH3:31])(=[O:34])=[O:33])[CH:18]=2)[NH:13][C:12]=1[CH3:23])=[O:10])[C:2]1[CH:3]=[CH:4][CH:5]=[CH:6][CH:7]=1. The yield is 0.990. (6) The reactants are [CH2:1]([O:8][C:9]1[CH:27]=[C:26]([CH2:28][CH3:29])[CH:25]=[CH:24][C:10]=1[O:11][C:12]1[CH:17]=[CH:16][C:15]([NH:18][CH2:19][CH2:20][CH2:21][NH2:22])=[CH:14][C:13]=1[F:23])[C:2]1[CH:7]=[CH:6][CH:5]=[CH:4][CH:3]=1.[C:30](OC(=O)C)(=[O:32])[CH3:31]. The catalyst is ClCCl.O. The product is [C:30]([N:18]([C:15]1[CH:16]=[CH:17][C:12]([O:11][C:10]2[CH:24]=[CH:25][C:26]([CH2:28][CH3:29])=[CH:27][C:9]=2[O:8][CH2:1][C:2]2[CH:3]=[CH:4][CH:5]=[CH:6][CH:7]=2)=[C:13]([F:23])[CH:14]=1)[CH2:19][CH2:20][CH2:21][NH2:22])(=[O:32])[CH3:31]. The yield is 0.754. (7) The yield is 0.769. The product is [Br:1][C:2]1[N:10]([CH2:11][CH3:12])[C:9]2[C:8](=[O:13])[N:7]([CH2:14][CH2:15][CH2:16][O:17][CH:38]3[CH2:39][CH2:40][CH2:41][CH2:42][O:37]3)[C:6](=[O:18])[N:5]([CH3:19])[C:4]=2[N:3]=1. The reactants are [Br:1][C:2]1[N:10]([CH2:11][CH3:12])[C:9]2[C:8](=[O:13])[N:7]([CH2:14][CH2:15][CH2:16][OH:17])[C:6](=[O:18])[N:5]([CH3:19])[C:4]=2[N:3]=1.CC1C=CC(S([O-])(=O)=O)=CC=1.C1C=C[NH+]=CC=1.[O:37]1[CH:42]=[CH:41][CH2:40][CH2:39][CH2:38]1. The catalyst is C(Cl)Cl. (8) The reactants are [CH3:1][O:2][C:3](=[O:14])[C:4]1[CH:9]=[CH:8][C:7]([CH:10]=[O:11])=[C:6]([O:12][CH3:13])[CH:5]=1.O.CC(=CC)C.[O-:21]Cl=O.[Na+]. The catalyst is C(O)(C)(C)C.C(Cl)Cl. The product is [CH3:1][O:2][C:3](=[O:14])[C:4]1[CH:9]=[CH:8][C:7]([C:10]([OH:21])=[O:11])=[C:6]([O:12][CH3:13])[CH:5]=1. The yield is 0.470. (9) The catalyst is C(Cl)Cl. The reactants are [F:1][C:2]1[CH:3]=[CH:4][C:5]([O:18][C:19]([F:22])([F:21])[F:20])=[C:6]2[C:10]=1[N:9]([CH2:11][CH2:12][O:13][CH3:14])[CH:8]=[C:7]2[C:15](O)=[O:16].CCN(CC)CC.Cl.[F:31][C:32]([F:51])([F:50])[C:33]([NH:35][CH2:36][C:37]1[CH:42]=[CH:41][C:40]([F:43])=[C:39]([CH:44]2[CH2:49][CH2:48][NH:47][CH2:46][CH2:45]2)[CH:38]=1)=[O:34].CCN=C=NCCCN(C)C. The yield is 0.990. The product is [F:51][C:32]([F:50])([F:31])[C:33]([NH:35][CH2:36][C:37]1[CH:42]=[CH:41][C:40]([F:43])=[C:39]([CH:44]2[CH2:49][CH2:48][N:47]([C:15]([C:7]3[C:6]4[C:10](=[C:2]([F:1])[CH:3]=[CH:4][C:5]=4[O:18][C:19]([F:22])([F:20])[F:21])[N:9]([CH2:11][CH2:12][O:13][CH3:14])[CH:8]=3)=[O:16])[CH2:46][CH2:45]2)[CH:38]=1)=[O:34]. (10) The reactants are [C:1]([NH:4][C@@H:5]([CH2:10][C:11]1[CH:16]=[CH:15][C:14]([Sn](C)(C)C)=[CH:13][CH:12]=1)[C:6]([O:8][CH3:9])=[O:7])(=[O:3])[CH3:2].Br[C:22]1[C:23]2[C:28]([CH:29]=[C:30]3[C:35]=1[CH:34]=[CH:33][CH:32]=[CH:31]3)=[CH:27][CH:26]=[CH:25][CH:24]=2.C1(C)C=CC=CC=1P(C1C=CC=CC=1C)C1C=CC=CC=1C.N#N. The catalyst is CN(C=O)C.C(OCC)C.C([O-])(=O)C.[Pd+2].C([O-])(=O)C.CO.C(Cl)Cl. The product is [C:1]([NH:4][C@@H:5]([CH2:10][C:11]1[CH:16]=[CH:15][C:14]([C:22]2[C:35]3[C:30]([CH:29]=[C:28]4[C:23]=2[CH:24]=[CH:25][CH:26]=[CH:27]4)=[CH:31][CH:32]=[CH:33][CH:34]=3)=[CH:13][CH:12]=1)[C:6]([O:8][CH3:9])=[O:7])(=[O:3])[CH3:2]. The yield is 0.670.